Dataset: Full USPTO retrosynthesis dataset with 1.9M reactions from patents (1976-2016). Task: Predict the reactants needed to synthesize the given product. Given the product [Cl:29][C:26]1[CH:27]=[CH:28][C:23]([CH:10]2[C:5]3[N:6]([CH:7]([CH3:9])[CH3:8])[C:2]([C:35]4[S:36][CH:37]=[CH:38][N:39]=4)=[N:3][C:4]=3[C:12](=[O:13])[N:11]2[C:14]2[CH:19]=[C:18]([CH3:20])[C:17](=[O:21])[N:16]([CH3:22])[CH:15]=2)=[CH:24][CH:25]=1, predict the reactants needed to synthesize it. The reactants are: Br[C:2]1[N:6]([CH:7]([CH3:9])[CH3:8])[C:5]2[CH:10]([C:23]3[CH:28]=[CH:27][C:26]([Cl:29])=[CH:25][CH:24]=3)[N:11]([C:14]3[CH:19]=[C:18]([CH3:20])[C:17](=[O:21])[N:16]([CH3:22])[CH:15]=3)[C:12](=[O:13])[C:4]=2[N:3]=1.C([Sn](CCCC)(CCCC)[C:35]1[S:36][CH:37]=[CH:38][N:39]=1)CCC.